Dataset: Forward reaction prediction with 1.9M reactions from USPTO patents (1976-2016). Task: Predict the product of the given reaction. (1) Given the reactants [C:1]([OH:6])(=O)[CH2:2][CH2:3][CH3:4].O.[C:8](=[O:15])([S:12][CH2:13][CH3:14])[O:9][CH2:10]I, predict the reaction product. The product is: [CH2:13]([S:12][C:8](=[O:15])[O:9][CH2:10][O:6][CH2:1][CH2:2][CH2:3][CH3:4])[CH3:14]. (2) Given the reactants [OH:1][C@@H:2]([C@@H:4]1[C@@H:7]([C@@H:8]([CH3:27])[C:9]([C:11]2[S:15][C:14]3=[C:16]([C:19]([C:21]4[CH:22]=[N:23][CH:24]=[CH:25][CH:26]=4)=[O:20])[N:17]=[CH:18][N:13]3[CH:12]=2)=O)[N:6]([C:28]([C:48]([O:50][CH2:51][C:52]2[CH:57]=[CH:56][C:55]([N+:58]([O-:60])=[O:59])=[CH:54][CH:53]=2)=[O:49])=P(C2C=CC=CC=2)(C2C=CC=CC=2)C2C=CC=CC=2)[C:5]1=[O:61])[CH3:3], predict the reaction product. The product is: [N+:58]([C:55]1[CH:54]=[CH:53][C:52]([CH2:51][O:50][C:48]([C:28]2[N:6]3[C:5](=[O:61])[C@H:4]([C@H:2]([OH:1])[CH3:3])[C@H:7]3[C@@H:8]([CH3:27])[C:9]=2[C:11]2[S:15][C:14]3=[C:16]([C:19]([C:21]4[CH:22]=[N:23][CH:24]=[CH:25][CH:26]=4)=[O:20])[N:17]=[CH:18][N:13]3[CH:12]=2)=[O:49])=[CH:57][CH:56]=1)([O-:60])=[O:59]. (3) Given the reactants Br[C:2]1[CH:3]=[C:4]2[C:8](=[C:9]([C:11]([NH2:13])=[O:12])[CH:10]=1)[NH:7][CH:6]=[C:5]2[CH:14]1[CH2:19][CH2:18][N:17]([S:20]([CH2:23][CH3:24])(=[O:22])=[O:21])[CH2:16][CH2:15]1.C(=O)([O-])[O-].[Cs+].[Cs+].CC1(C)C(C)(C)OB([C:39]2[CH:40]=[N:41][NH:42][CH:43]=2)O1, predict the reaction product. The product is: [CH2:23]([S:20]([N:17]1[CH2:18][CH2:19][CH:14]([C:5]2[C:4]3[C:8](=[C:9]([C:11]([NH2:13])=[O:12])[CH:10]=[C:2]([C:39]4[CH:40]=[N:41][NH:42][CH:43]=4)[CH:3]=3)[NH:7][CH:6]=2)[CH2:15][CH2:16]1)(=[O:22])=[O:21])[CH3:24]. (4) Given the reactants [NH2:1][C:2]1[S:6][C:5]([C:7]([CH3:10])([CH3:9])[CH3:8])=[N:4][C:3]=1[C:11]([OH:13])=[O:12].Cl[C:15]([O:17][CH2:18][C:19]([Cl:22])([Cl:21])[Cl:20])=[O:16], predict the reaction product. The product is: [C:7]([C:5]1[S:6][C:2]([NH:1][C:15]([O:17][CH2:18][C:19]([Cl:22])([Cl:21])[Cl:20])=[O:16])=[C:3]([C:11]([OH:13])=[O:12])[N:4]=1)([CH3:8])([CH3:9])[CH3:10]. (5) Given the reactants [Cl:1][C:2]1[S:6][C:5](/[CH:7]=[CH:8]/[S:9]([NH:12][C@H:13]2[CH2:17][CH2:16][N:15]([C:18]3[CH:19]=[CH:20][C:21]4[CH2:27][NH:26][CH2:25][CH2:24][CH2:23][C:22]=4[CH:28]=3)[C:14]2=[O:29])(=[O:11])=[O:10])=[CH:4][CH:3]=1.[C:30]([OH:37])(=[O:36])[CH2:31][CH2:32][C:33]([OH:35])=[O:34], predict the reaction product. The product is: [C:30]([OH:37])(=[O:36])[CH2:31][CH2:32][C:33]([OH:35])=[O:34].[Cl:1][C:2]1[S:6][C:5](/[CH:7]=[CH:8]/[S:9]([NH:12][C@H:13]2[CH2:17][CH2:16][N:15]([C:18]3[CH:19]=[CH:20][C:21]4[CH2:27][NH:26][CH2:25][CH2:24][CH2:23][C:22]=4[CH:28]=3)[C:14]2=[O:29])(=[O:10])=[O:11])=[CH:4][CH:3]=1.[Cl:1][C:2]1[S:6][C:5](/[CH:7]=[CH:8]/[S:9]([NH:12][C@H:13]2[CH2:17][CH2:16][N:15]([C:18]3[CH:19]=[CH:20][C:21]4[CH2:27][NH:26][CH2:25][CH2:24][CH2:23][C:22]=4[CH:28]=3)[C:14]2=[O:29])(=[O:10])=[O:11])=[CH:4][CH:3]=1. (6) Given the reactants N1C=CN2C=C([C:10]([O:12]C)=[O:11])C=CC=12.[CH:14]1[N:15]=[CH:16][N:17]2[CH:22]=[CH:21][C:20](C(O)=O)=[CH:19][C:18]=12.[ClH:26], predict the reaction product. The product is: [ClH:26].[Cl:26][C:22]1[N:17]2[CH:16]=[N:15][C:14]([C:10]([OH:12])=[O:11])=[CH:18][C:19]2=[CH:20][CH:21]=1. (7) Given the reactants FC(F)(F)C(O)=O.[Cl:8][C:9]1[CH:14]=[C:13]([Cl:15])[CH:12]=[CH:11][C:10]=1[C:16]1[CH:24]=[CH:23][C:22]2[NH:21][CH:20]3[CH2:25][CH2:26][N:27](C(OC(C)(C)C)=O)[CH2:28][CH:19]3[C:18]=2[CH:17]=1, predict the reaction product. The product is: [Cl:8][C:9]1[CH:14]=[C:13]([Cl:15])[CH:12]=[CH:11][C:10]=1[C:16]1[CH:24]=[CH:23][C:22]2[NH:21][CH:20]3[CH2:25][CH2:26][NH:27][CH2:28][CH:19]3[C:18]=2[CH:17]=1. (8) Given the reactants O.NN.C(O)C.[C:7]([N:10]1[CH2:15][CH2:14][CH:13]([N:16]2C(=O)C3C(=CC=CC=3)C2=O)[CH:12]([NH:27][C:28](=[O:34])[O:29][C:30]([CH3:33])([CH3:32])[CH3:31])[CH2:11]1)(=[O:9])[CH3:8], predict the reaction product. The product is: [C:7]([N:10]1[CH2:15][CH2:14][CH:13]([NH2:16])[CH:12]([NH:27][C:28](=[O:34])[O:29][C:30]([CH3:33])([CH3:32])[CH3:31])[CH2:11]1)(=[O:9])[CH3:8]. (9) The product is: [N:1]1([C:6]2[CH:7]=[C:8]3[C:13](=[CH:14][C:15]=2[C:16]([F:18])([F:19])[F:17])[NH:12][C:11](=[O:20])[N:10]([N:21]([C:30](=[O:31])[CH2:29][CH:28]([CH3:33])[CH3:27])[S:22]([CH3:25])(=[O:23])=[O:24])[C:9]3=[O:26])[CH:5]=[CH:4][N:3]=[CH:2]1. Given the reactants [N:1]1([C:6]2[CH:7]=[C:8]3[C:13](=[CH:14][C:15]=2[C:16]([F:19])([F:18])[F:17])[NH:12][C:11](=[O:20])[N:10]([NH:21][S:22]([CH3:25])(=[O:24])=[O:23])[C:9]3=[O:26])[CH:5]=[CH:4][N:3]=[CH:2]1.[CH3:27][CH:28]([CH3:33])[CH2:29][C:30](Cl)=[O:31], predict the reaction product. (10) Given the reactants [O:1]=[C:2]1[C:7]2[C:8]([C:29]3[CH:34]=[CH:33][CH:32]=[CH:31][CH:30]=3)=[C:9]([C:11]3[CH:16]=[CH:15][C:14]([C:17]4([NH:21][C:22](=[O:28])[O:23][C:24]([CH3:27])([CH3:26])[CH3:25])[CH2:20][CH2:19][CH2:18]4)=[CH:13][CH:12]=3)[O:10][C:6]=2[CH:5]=[CH:4][NH:3]1.C([O-])([O-])=O.[K+].[K+].[F:41][C:42]([F:46])([F:45])[CH2:43]I, predict the reaction product. The product is: [O:1]=[C:2]1[C:7]2[C:8]([C:29]3[CH:30]=[CH:31][CH:32]=[CH:33][CH:34]=3)=[C:9]([C:11]3[CH:12]=[CH:13][C:14]([C:17]4([NH:21][C:22](=[O:28])[O:23][C:24]([CH3:26])([CH3:27])[CH3:25])[CH2:20][CH2:19][CH2:18]4)=[CH:15][CH:16]=3)[O:10][C:6]=2[CH:5]=[CH:4][N:3]1[CH2:43][C:42]([F:46])([F:45])[F:41].